This data is from Forward reaction prediction with 1.9M reactions from USPTO patents (1976-2016). The task is: Predict the product of the given reaction. (1) The product is: [C:21]([CH2:22][CH2:23][CH2:24][C:25]#[C:26][C:6]1[CH:7]=[CH:8][C:3]([C:1]#[N:2])=[CH:4][C:5]=1[O:19][CH3:20])#[N:27]. Given the reactants [C:1]([C:3]1[CH:8]=[CH:7][C:6](OS(C2C=CC=CC=2)(=O)=O)=[C:5]([O:19][CH3:20])[CH:4]=1)#[N:2].[C:21](#[N:27])[CH2:22][CH2:23][CH2:24][C:25]#[CH:26], predict the reaction product. (2) Given the reactants [C:1]([C:9]1[CH:10]=[C:11]([CH:36]=[CH:37][CH:38]=1)[C:12]([NH:14][CH:15]([C:17]1[N:22]=[N:21][C:20]([NH:23][C:24]2[CH:29]=[C:28]([O:30][CH3:31])[C:27]([O:32][CH3:33])=[C:26]([O:34][CH3:35])[CH:25]=2)=[N:19][CH:18]=1)[CH3:16])=O)(=[O:8])[C:2]1[CH:7]=[CH:6][CH:5]=[CH:4][CH:3]=1.S(Cl)(Cl)=O, predict the reaction product. The product is: [CH3:16][C:15]1[N:14]=[C:12]([C:11]2[CH:10]=[C:9]([C:1]([C:2]3[CH:7]=[CH:6][CH:5]=[CH:4][CH:3]=3)=[O:8])[CH:38]=[CH:37][CH:36]=2)[N:22]2[C:17]=1[CH:18]=[N:19][C:20]([NH:23][C:24]1[CH:25]=[C:26]([O:34][CH3:35])[C:27]([O:32][CH3:33])=[C:28]([O:30][CH3:31])[CH:29]=1)=[N:21]2. (3) Given the reactants Br[C:2]1[C:3]([CH2:19][CH3:20])=[N:4][N:5]([CH3:18])[C:6]=1[C:7]1[CH:17]=[CH:16][C:10]2[O:11][CH2:12][C:13](=[O:15])[NH:14][C:9]=2[CH:8]=1.[F:21][C:22]1[CH:27]=[CH:26][C:25](B(O)O)=[CH:24][CH:23]=1, predict the reaction product. The product is: [CH2:19]([C:3]1[C:2]([C:25]2[CH:26]=[CH:27][C:22]([F:21])=[CH:23][CH:24]=2)=[C:6]([C:7]2[CH:17]=[CH:16][C:10]3[O:11][CH2:12][C:13](=[O:15])[NH:14][C:9]=3[CH:8]=2)[N:5]([CH3:18])[N:4]=1)[CH3:20]. (4) Given the reactants [N:1]1([C:6]2[CH:14]=[CH:13][CH:12]=[CH:11][C:7]=2[C:8]([NH2:10])=O)[CH:5]=[N:4][N:3]=[N:2]1.[OH-].COC(NS([NH3+])(=O)=O)=O.O, predict the reaction product. The product is: [N:1]1([C:6]2[CH:14]=[CH:13][CH:12]=[CH:11][C:7]=2[C:8]#[N:10])[CH:5]=[N:4][N:3]=[N:2]1. (5) Given the reactants [Cl:1][C:2]1[CH:3]=[C:4]([CH:8]([CH2:12][CH:13]2[CH2:17][CH2:16][CH2:15][CH2:14]2)[C:9]([OH:11])=O)[CH:5]=[CH:6][CH:7]=1.C(Cl)(=O)C(Cl)=O.[CH3:24][O:25][C:26](=[O:34])[C:27]1[CH:32]=[CH:31][C:30]([NH2:33])=[N:29][CH:28]=1.C(N(CC)C(C)C)(C)C, predict the reaction product. The product is: [CH3:24][O:25][C:26](=[O:34])[C:27]1[CH:32]=[CH:31][C:30]([NH:33][C:9](=[O:11])[CH:8]([C:4]2[CH:5]=[CH:6][CH:7]=[C:2]([Cl:1])[CH:3]=2)[CH2:12][CH:13]2[CH2:17][CH2:16][CH2:15][CH2:14]2)=[N:29][CH:28]=1. (6) Given the reactants [C:1]([O:5][C:6]([NH:8][CH2:9][C:10]1[N:11]([CH2:31][CH:32]([CH3:34])[CH3:33])[C:12](=[O:30])[C:13]2[C:18]([C:19]=1[C:20]1[CH:25]=[CH:24][CH:23]=[CH:22][CH:21]=1)=[CH:17][C:16]([CH2:26][C:27](O)=[O:28])=[CH:15][CH:14]=2)=[O:7])([CH3:4])([CH3:3])[CH3:2].[NH4+:35].ON1C2C=CC=CC=2N=N1.Cl.C(N=C=NCCCN(C)C)C.C(O)(=O)CC(CC(O)=O)(C(O)=O)O, predict the reaction product. The product is: [NH2:35][C:27](=[O:28])[CH2:26][C:16]1[CH:17]=[C:18]2[C:13](=[CH:14][CH:15]=1)[C:12](=[O:30])[N:11]([CH2:31][CH:32]([CH3:34])[CH3:33])[C:10]([CH2:9][NH:8][C:6](=[O:7])[O:5][C:1]([CH3:2])([CH3:3])[CH3:4])=[C:19]2[C:20]1[CH:25]=[CH:24][CH:23]=[CH:22][CH:21]=1. (7) Given the reactants [CH3:1][NH:2][CH3:3].Cl[S:5]([C:8]1[CH:9]=[CH:10][C:11]([OH:18])=[C:12]([CH:17]=1)[C:13]([O:15][CH3:16])=[O:14])(=[O:7])=[O:6], predict the reaction product. The product is: [CH3:1][N:2]([CH3:3])[S:5]([C:8]1[CH:9]=[CH:10][C:11]([OH:18])=[C:12]([CH:17]=1)[C:13]([O:15][CH3:16])=[O:14])(=[O:7])=[O:6]. (8) Given the reactants [N:1]1([C:5](=[O:26])[CH2:6][C:7]2[CH:24]=[CH:23][C:10]([O:11][CH2:12][CH2:13][C@@H:14]3[CH2:16][C@@H:15]3[CH:17]3[CH2:22][CH2:21][NH:20][CH2:19][CH2:18]3)=[CH:9][C:8]=2[F:25])[CH2:4][CH2:3][CH2:2]1.C(N(CC)CC)C.[C:34](=O)([O:40]N1C(=O)CCC1=O)[O:35][CH2:36][CH:37]1[CH2:39][CH2:38]1, predict the reaction product. The product is: [CH:37]1([CH2:36][O:35][C:34]([N:20]2[CH2:19][CH2:18][CH:17]([C@H:15]3[CH2:16][C@H:14]3[CH2:13][CH2:12][O:11][C:10]3[CH:23]=[CH:24][C:7]([CH2:6][C:5]([N:1]4[CH2:4][CH2:3][CH2:2]4)=[O:26])=[C:8]([F:25])[CH:9]=3)[CH2:22][CH2:21]2)=[O:40])[CH2:39][CH2:38]1.